This data is from Peptide-MHC class I binding affinity with 185,985 pairs from IEDB/IMGT. The task is: Regression. Given a peptide amino acid sequence and an MHC pseudo amino acid sequence, predict their binding affinity value. This is MHC class I binding data. (1) The peptide sequence is WLVHRQWFL. The MHC is HLA-B08:01 with pseudo-sequence HLA-B08:01. The binding affinity (normalized) is 0.800. (2) The peptide sequence is KTKHLCRLIRG. The MHC is Mamu-A01 with pseudo-sequence Mamu-A01. The binding affinity (normalized) is 0.169. (3) The peptide sequence is KAFSPEVI. The MHC is HLA-B54:01 with pseudo-sequence HLA-B54:01. The binding affinity (normalized) is 0.